Dataset: Forward reaction prediction with 1.9M reactions from USPTO patents (1976-2016). Task: Predict the product of the given reaction. (1) Given the reactants [Cl:1][S:2]([OH:5])(=O)=[O:3].[Cl:6][CH2:7][CH2:8][CH2:9][CH2:10][C:11]1([CH2:21][CH3:22])[C:19]2[C:14](=[CH:15][CH:16]=[CH:17][CH:18]=2)[NH:13][C:12]1=[O:20].CCCCCC, predict the reaction product. The product is: [Cl:6][CH2:7][CH2:8][CH2:9][CH2:10][C:11]1([CH2:21][CH3:22])[C:19]2[C:14](=[CH:15][CH:16]=[C:17]([S:2]([Cl:1])(=[O:5])=[O:3])[CH:18]=2)[NH:13][C:12]1=[O:20]. (2) Given the reactants [CH2:1]([O:8][C:9]([N:11]1[CH:15]([C:16]([OH:18])=[O:17])[CH2:14][S:13][C@@H:12]1[CH:19]1[CH2:24][CH2:23][CH2:22][N:21](C(OC(C)(C)C)=O)[CH2:20]1)=[O:10])[C:2]1[CH:7]=[CH:6][CH:5]=[CH:4][CH:3]=1.C(OCC)(=O)C, predict the reaction product. The product is: [CH2:1]([O:8][C:9]([N:11]1[CH:15]([C:16]([OH:18])=[O:17])[CH2:14][S:13][C@@H:12]1[CH:19]1[CH2:24][CH2:23][CH2:22][NH:21][CH2:20]1)=[O:10])[C:2]1[CH:3]=[CH:4][CH:5]=[CH:6][CH:7]=1. (3) Given the reactants [CH2:1]([Li])[CH2:2][CH2:3][CH3:4].[CH3:6][CH2:7][CH2:8][CH2:9][CH2:10][CH3:11].[OH2:12], predict the reaction product. The product is: [CH:8]1([O:12][CH2:1][CH2:2][C:3]#[CH:4])[CH2:7][CH2:6][CH2:11][CH2:10][CH2:9]1. (4) Given the reactants [OH:1][C:2]([C:5]1[CH:6]=[CH:7][C:8]([NH:11][NH:12][C:13](=[S:24])NC2C=CC([N+]([O-])=O)=CC=2)=[N:9][CH:10]=1)([CH3:4])[CH3:3], predict the reaction product. The product is: [SH:24][C:13]1[N:9]2[CH:10]=[C:5]([C:2]([OH:1])([CH3:3])[CH3:4])[CH:6]=[CH:7][C:8]2=[N:11][N:12]=1.